This data is from Forward reaction prediction with 1.9M reactions from USPTO patents (1976-2016). The task is: Predict the product of the given reaction. (1) Given the reactants [C:1]1([CH2:7][CH2:8][NH2:9])[CH:6]=[CH:5][CH:4]=[CH:3][CH:2]=1.[C:10](O[C:10]([O:12][C:13]([CH3:16])([CH3:15])[CH3:14])=[O:11])([O:12][C:13]([CH3:16])([CH3:15])[CH3:14])=[O:11], predict the reaction product. The product is: [C:10]([NH:9][CH2:8][CH2:7][C:1]1[CH:6]=[CH:5][CH:4]=[CH:3][CH:2]=1)([O:12][C:13]([CH3:16])([CH3:15])[CH3:14])=[O:11]. (2) Given the reactants [CH3:1][C:2]([C:6]1[CH:10]=[C:9]([NH:11][C:12](=[O:25])[C:13]([CH3:24])([S:15]([CH:18]2[CH2:23][CH2:22][O:21][CH2:20][CH2:19]2)(=[O:17])=[O:16])[CH3:14])[O:8][N:7]=1)([CH3:5])[CH:3]=[O:4].[C:26]1(C)C=CC=CC=1.C[Mg]Br.C1COCC1.S(NN)(C1C=CC(C)=CC=1)(=O)=O, predict the reaction product. The product is: [OH:4][CH:3]([CH3:26])[C:2]([C:6]1[CH:10]=[C:9]([NH:11][C:12](=[O:25])[C:13]([CH3:24])([S:15]([CH:18]2[CH2:19][CH2:20][O:21][CH2:22][CH2:23]2)(=[O:17])=[O:16])[CH3:14])[O:8][N:7]=1)([CH3:1])[CH3:5].